Task: Predict the reactants needed to synthesize the given product.. Dataset: Full USPTO retrosynthesis dataset with 1.9M reactions from patents (1976-2016) (1) Given the product [CH3:16][NH:18][S:10]([C:7]1[CH:8]=[CH:9][C:4]([N+:1]([O-:3])=[O:2])=[CH:5][CH:6]=1)(=[O:12])=[O:11], predict the reactants needed to synthesize it. The reactants are: [N+:1]([C:4]1[CH:9]=[CH:8][C:7]([S:10](Cl)(=[O:12])=[O:11])=[CH:6][CH:5]=1)([O-:3])=[O:2].CN.[CH2:16]([N:18](CC)CC)C. (2) Given the product [Br:14][C:3]1[CH:4]=[C:5]2[C:9](=[CH:10][C:2]=1[F:1])[NH:8][N:7]=[C:6]2[C:11]([OH:13])=[O:12], predict the reactants needed to synthesize it. The reactants are: [F:1][C:2]1[CH:10]=[C:9]2[C:5]([C:6]([C:11]([OH:13])=[O:12])=[N:7][NH:8]2)=[CH:4][CH:3]=1.[Br:14]Br. (3) Given the product [Cl:1][C:2]1[CH:7]=[CH:6][C:5]([O:8][CH2:13][C:14]2[CH:19]=[CH:18][CH:17]=[C:16]([C:20]([F:21])([F:22])[F:23])[CH:15]=2)=[CH:4][C:3]=1[N+:9]([O-:11])=[O:10], predict the reactants needed to synthesize it. The reactants are: [Cl:1][C:2]1[CH:7]=[CH:6][C:5]([OH:8])=[CH:4][C:3]=1[N+:9]([O-:11])=[O:10].Cl[CH2:13][C:14]1[CH:19]=[CH:18][CH:17]=[C:16]([C:20]([F:23])([F:22])[F:21])[CH:15]=1. (4) Given the product [CH2:48]([N:45]([CH2:46][CH3:47])[O:44][CH2:43][CH2:42][O:41][C@@H:29]1[C@H:28]([OH:50])[C@@H:27]([CH2:26][OH:25])[O:31][C@H:30]1[N:32]1[CH:39]=[C:38]([CH3:40])[C:36](=[O:37])[NH:35][C:33]1=[O:34])[CH3:49], predict the reactants needed to synthesize it. The reactants are: C(N(CC)CC)C.[Si]([O:25][CH2:26][C@H:27]1[O:31][C@@H:30]([N:32]2[CH:39]=[C:38]([CH3:40])[C:36](=[O:37])[NH:35][C:33]2=[O:34])[C@H:29]([O:41][CH2:42][CH2:43][O:44][N:45]([CH2:48][CH3:49])[CH2:46][CH3:47])[C@@H:28]1[OH:50])(C(C)(C)C)(C1C=CC=CC=1)C1C=CC=CC=1. (5) Given the product [F:7][CH:8]([F:15])[C:9]1[NH:13][N:12]=[C:19]([C:17]([OH:20])=[O:1])[CH:10]=1, predict the reactants needed to synthesize it. The reactants are: [O-:1][Mn](=O)(=O)=O.[K+].[F:7][CH:8]([F:15])[C:9]1[NH:13][N:12]=C(C)[CH:10]=1.C[C:17]([OH:20])([CH3:19])C. (6) Given the product [CH3:17][S:18][C:19]1[CH:26]=[CH:25][C:22]([CH2:23][N:1]2[CH2:6][CH2:5][CH2:4][C@H:3]([NH:7][C:8]3[CH:9]=[C:10]4[C:14](=[CH:15][CH:16]=3)[NH:13][N:12]=[CH:11]4)[CH2:2]2)=[CH:21][CH:20]=1, predict the reactants needed to synthesize it. The reactants are: [NH:1]1[CH2:6][CH2:5][CH2:4][C@H:3]([NH:7][C:8]2[CH:9]=[C:10]3[C:14](=[CH:15][CH:16]=2)[NH:13][N:12]=[CH:11]3)[CH2:2]1.[CH3:17][S:18][C:19]1[CH:26]=[CH:25][C:22]([CH:23]=O)=[CH:21][CH:20]=1. (7) Given the product [CH2:12]([N:14]1[C:22]2[C:17](=[CH:18][C:19]([C:23]3[NH:1][C:2]4[N:6]([N:5]=[CH:4][C:3]=4[C:7]([O:9][CH2:10][CH3:11])=[O:8])[C:25](=[O:26])[CH:24]=3)=[CH:20][CH:21]=2)[CH:16]=[N:15]1)[CH3:13], predict the reactants needed to synthesize it. The reactants are: [NH2:1][C:2]1[NH:6][N:5]=[CH:4][C:3]=1[C:7]([O:9][CH2:10][CH3:11])=[O:8].[CH2:12]([N:14]1[C:22]2[C:17](=[CH:18][C:19]([C:23](=O)[CH2:24][C:25](OCC)=[O:26])=[CH:20][CH:21]=2)[CH:16]=[N:15]1)[CH3:13]. (8) Given the product [CH2:3]([O:5][C:6]([C:8]1[N:9]([CH2:19][C:20]#[N:21])[C:10]2[C:15]([CH:16]=1)=[C:14]([Br:17])[CH:13]=[CH:12][CH:11]=2)=[O:7])[CH3:4], predict the reactants needed to synthesize it. The reactants are: [H-].[Na+].[CH2:3]([O:5][C:6]([C:8]1[NH:9][C:10]2[C:15]([CH:16]=1)=[C:14]([Br:17])[CH:13]=[CH:12][CH:11]=2)=[O:7])[CH3:4].Cl[CH2:19][C:20]#[N:21]. (9) Given the product [C:1]1([C:31]2[CH:32]=[CH:33][CH:34]=[CH:35][CH:36]=2)[CH:6]=[CH:5][C:4]([C:7]([N:9]2[CH2:14][CH2:13][N:12]([C:15]3[C:16]4[CH:28]=[C:27]([CH2:29][CH3:30])[S:26][C:17]=4[N:18]=[C:19]([NH:21][CH2:22][CH2:23][C:24]([OH:42])=[O:25])[N:20]=3)[CH2:11][CH2:10]2)=[O:8])=[CH:3][CH:2]=1, predict the reactants needed to synthesize it. The reactants are: [C:1]1([C:31]2[CH:36]=[CH:35][CH:34]=[CH:33][CH:32]=2)[CH:6]=[CH:5][C:4]([C:7]([N:9]2[CH2:14][CH2:13][N:12]([C:15]3[C:16]4[CH:28]=[C:27]([CH2:29][CH3:30])[S:26][C:17]=4[N:18]=[C:19]([NH:21][CH2:22][CH2:23][CH:24]=[O:25])[N:20]=3)[CH2:11][CH2:10]2)=[O:8])=[CH:3][CH:2]=1.ClC1C=C(C=CC=1)C(OO)=[O:42]. (10) The reactants are: [NH:1]1[CH2:6][CH2:5][O:4][CH2:3][CH2:2]1.C(N(CC)CC)C.[N+:14]([C:17]1[S:21][C:20]([S:22](Cl)(=[O:24])=[O:23])=[CH:19][CH:18]=1)([O-:16])=[O:15]. Given the product [O:4]1[CH2:5][CH2:6][N:1]([S:22]([C:20]2[S:21][C:17]([N+:14]([O-:16])=[O:15])=[CH:18][CH:19]=2)(=[O:24])=[O:23])[CH2:2][CH2:3]1, predict the reactants needed to synthesize it.